Dataset: HIV replication inhibition screening data with 41,000+ compounds from the AIDS Antiviral Screen. Task: Binary Classification. Given a drug SMILES string, predict its activity (active/inactive) in a high-throughput screening assay against a specified biological target. The molecule is O=C(O)C12C3C4(C(=O)O)C1C1(C(=O)O)C2C3(C(=O)O)C41. The result is 0 (inactive).